Dataset: Forward reaction prediction with 1.9M reactions from USPTO patents (1976-2016). Task: Predict the product of the given reaction. Given the reactants C([O:4][C@H:5]1[CH2:10][CH2:9][C@@:8]([C@H:12]2[CH2:20][CH2:19][C@@:18]3([CH3:21])[C@@H:14]([CH2:15][CH2:16][C:17]3=[CH2:22])[C@@H:13]2[CH2:23][N:24]2[CH:28]=[N:27][CH:26]=[N:25]2)([CH3:11])[C@@H:7]([CH2:29][O:30][Si](C(C)(C)C)(C)C)[CH2:6]1)(=O)C.C[O-].[Na+].C(O)(=O)C.O, predict the reaction product. The product is: [N:24]1([CH2:23][C@@H:13]2[C@@H:12]([C@@:8]3([CH3:11])[CH2:9][CH2:10][C@H:5]([OH:4])[CH2:6][C@@H:7]3[CH2:29][OH:30])[CH2:20][CH2:19][C@@:18]3([CH3:21])[C@H:14]2[CH2:15][CH2:16][C:17]3=[CH2:22])[CH:28]=[N:27][CH:26]=[N:25]1.